Dataset: Reaction yield outcomes from USPTO patents with 853,638 reactions. Task: Predict the reaction yield, written as a fraction of the theoretical maximum amount of product (1.0 means a 100% yield; for example, 0.34 means a 34% yield). (1) The reactants are [N:1]1([CH2:7][CH2:8][CH2:9][O:10][C:11]2[CH:12]=[C:13]([CH:17]3[CH2:21][CH2:20][CH2:19][N:18]3[CH2:22][C:23]([C:25]3[CH:26]=[C:27]([CH3:31])[CH:28]=[CH:29][CH:30]=3)=O)[CH:14]=[CH:15][CH:16]=2)[CH2:6][CH2:5][CH2:4][CH2:3][CH2:2]1.N. The catalyst is CO.C(Cl)Cl. The product is [N:1]1([CH2:7][CH2:8][CH2:9][O:10][C:11]2[CH:12]=[C:13]3[C:14]([C@H:23]([C:25]4[CH:26]=[C:27]([CH3:31])[CH:28]=[CH:29][CH:30]=4)[CH2:22][N:18]4[CH2:19][CH2:20][CH2:21][C@H:17]43)=[CH:15][CH:16]=2)[CH2:6][CH2:5][CH2:4][CH2:3][CH2:2]1. The yield is 0.540. (2) The reactants are [Cl:1][C:2]1[CH:7]=[C:6]([N+:8]([O-:10])=[O:9])[CH:5]=[C:4]([Cl:11])[C:3]=1I.C(NC(C)C)(C)C.[CH3:20][C:21]([CH3:25])([CH3:24])[C:22]#[CH:23]. The catalyst is Cl[Pd](Cl)([P](C1C=CC=CC=1)(C1C=CC=CC=1)C1C=CC=CC=1)[P](C1C=CC=CC=1)(C1C=CC=CC=1)C1C=CC=CC=1.[Cu](I)I.C1COCC1. The product is [Cl:1][C:2]1[CH:7]=[C:6]([N+:8]([O-:10])=[O:9])[CH:5]=[C:4]([Cl:11])[C:3]=1[C:23]#[C:22][C:21]([CH3:25])([CH3:24])[CH3:20]. The yield is 0.840. (3) The reactants are [CH3:1][CH2:2][CH2:3][CH2:4][CH2:5][CH2:6][CH2:7][CH:8]([OH:20])[CH:9]([OH:19])[CH2:10][C:11]#[C:12][C:13]#[C:14][CH:15]([OH:18])[CH:16]=[CH2:17].CO[C:23](OC)([CH3:25])[CH3:24].[CH3:28][C:29]1C=CC(S(O)(=O)=O)=[CH:33][CH:34]=1.O. The catalyst is C1COCC1. The product is [CH2:7]([C@H:8]1[O:20][C:23]([CH3:25])([CH3:24])[O:19][C@@H:9]1[CH2:10][C:11]#[C:12][C:13]#[C:14][C@@H:15]([C:16]1[CH:33]=[CH:34][CH:29]=[CH:28][CH:17]=1)[OH:18])[CH2:6][CH2:5][CH2:4][CH2:3][CH2:2][CH3:1]. The yield is 0.970. (4) The reactants are [C:1]1([C:32]2[CH:37]=[CH:36][CH:35]=[CH:34][CH:33]=2)[CH:6]=[CH:5][CH:4]=[C:3]([C:7]2[N:12]=[C:11]([C:13]3[CH:14]=[C:15]([C:19]4[CH:24]=[CH:23][CH:22]=[CH:21][CH:20]=4)[CH:16]=[CH:17][CH:18]=3)[N:10]=[C:9]([C:25]3[CH:30]=[CH:29][CH:28]=[C:27](Br)[CH:26]=3)[N:8]=2)[CH:2]=1.[CH:38](B(O)O)=[CH:39][C:40]1[CH:45]=[CH:44][CH:43]=[CH:42][CH:41]=1.C(=O)([O-])[O-].[Na+].[Na+]. The catalyst is C1(C)C=CC=CC=1. The product is [C:1]1([C:32]2[CH:37]=[CH:36][CH:35]=[CH:34][CH:33]=2)[CH:6]=[CH:5][CH:4]=[C:3]([C:7]2[N:12]=[C:11]([C:13]3[CH:14]=[C:15]([C:19]4[CH:24]=[CH:23][CH:22]=[CH:21][CH:20]=4)[CH:16]=[CH:17][CH:18]=3)[N:10]=[C:9]([C:25]3[CH:26]=[C:27]([C:43]4[CH:44]=[CH:45][C:40]([CH:39]=[CH2:38])=[CH:41][CH:42]=4)[CH:28]=[CH:29][CH:30]=3)[N:8]=2)[CH:2]=1. The yield is 0.360. (5) The reactants are [NH2:1][C:2]([C:22]1[CH:27]=[CH:26][CH:25]=[C:24]([O:28][C:29]([F:32])([F:31])[F:30])[CH:23]=1)([C:11]1[CH:16]=[CH:15][CH:14]=[C:13]([O:17][C:18]([F:21])([F:20])[F:19])[CH:12]=1)[C@H:3]([C:5]1[CH:10]=[CH:9][CH:8]=[CH:7][CH:6]=1)[OH:4].[F:33][C:34]1[CH:42]=[CH:41][C:37]([C:38](O)=[O:39])=[CH:36][C:35]=1[C:43]([F:46])([F:45])[F:44].CCN=C=NCCCN(C)C.C1C=CC2N(O)N=NC=2C=1. The catalyst is CN(C1C=CN=CC=1)C.C(#N)C.CCOC(C)=O. The product is [F:33][C:34]1[CH:42]=[CH:41][C:37]([C:38]([NH:1][C:2]([C:11]2[CH:16]=[CH:15][CH:14]=[C:13]([O:17][C:18]([F:20])([F:21])[F:19])[CH:12]=2)([C:22]2[CH:27]=[CH:26][CH:25]=[C:24]([O:28][C:29]([F:30])([F:31])[F:32])[CH:23]=2)[C@@H:3]([OH:4])[C:5]2[CH:10]=[CH:9][CH:8]=[CH:7][CH:6]=2)=[O:39])=[CH:36][C:35]=1[C:43]([F:44])([F:45])[F:46]. The yield is 0.150.